This data is from Forward reaction prediction with 1.9M reactions from USPTO patents (1976-2016). The task is: Predict the product of the given reaction. (1) Given the reactants [CH2:1]([N:8]([CH2:31][CH:32]([O:36][CH2:37][CH3:38])[O:33][CH2:34][CH3:35])[C:9](=[O:30])[C@@H:10]([NH:12]C(=O)OCC1C2C=CC=CC=2C2C1=CC=CC=2)[CH3:11])[C:2]1[CH:7]=[CH:6][CH:5]=[CH:4][CH:3]=1.N1CCCCC1.ClCCl, predict the reaction product. The product is: [NH2:12][C@@H:10]([CH3:11])[C:9]([N:8]([CH2:1][C:2]1[CH:3]=[CH:4][CH:5]=[CH:6][CH:7]=1)[CH2:31][CH:32]([O:36][CH2:37][CH3:38])[O:33][CH2:34][CH3:35])=[O:30]. (2) The product is: [CH3:19][O:18][CH2:17][CH2:16][N:12]1[CH:13]=[C:9]([B:4]2[O:5][C:6]([CH3:7])([CH3:8])[C:2]([CH3:14])([CH3:1])[O:3]2)[CH:10]=[N:11]1. Given the reactants [CH3:1][C:2]1([CH3:14])[C:6]([CH3:8])([CH3:7])[O:5][B:4]([C:9]2[CH:10]=[N:11][NH:12][CH:13]=2)[O:3]1.Br[CH2:16][CH2:17][O:18][CH3:19].C(=O)([O-])[O-].[Cs+].[Cs+], predict the reaction product.